Binary Classification. Given a drug SMILES string, predict its activity (active/inactive) in a high-throughput screening assay against a specified biological target. From a dataset of HIV replication inhibition screening data with 41,000+ compounds from the AIDS Antiviral Screen. (1) The molecule is Cc1ccc(N=Nc2c(C)c(C#N)c(=S)n(C3OC(CO)C(O)C(O)C3O)c2C)cc1. The result is 0 (inactive). (2) The molecule is CC(=O)OC1CC2C(C)(C)CCCC2(C=O)C2=C1C(=O)C(C(C)C)=C(O)C2=O. The result is 0 (inactive). (3) The molecule is CC1(O)CCC2(C#N)CCC1C2O. The result is 0 (inactive). (4) The drug is O=C(c1ccccc1)C1Nc2ccc(Cl)cc2C2c3ccccc3CC12. The result is 0 (inactive). (5) The drug is CC(O)(c1ccc(OCCC[N+](C)(C)C)cc1)C(C)(O)c1ccc(OCCC[N+](C)(C)C)cc1.[Br-]. The result is 0 (inactive). (6) The compound is CC(=O)Nc1ccc(S(=O)(=O)Nc2ccc(S(=O)(=O)c3ccc(-n4sc5ccccc5c4=O)cc3)cc2)cc1. The result is 1 (active). (7) The drug is O=[N+]([O-])C(C=Nc1ccccc1)=CNc1ccccc1. The result is 0 (inactive).